This data is from Catalyst prediction with 721,799 reactions and 888 catalyst types from USPTO. The task is: Predict which catalyst facilitates the given reaction. Reactant: [NH2:1][C:2]1[C:10]2[C:9]([C:11]3[CH:16]=[CH:15][CH:14]=[C:13]([O:17]C)[C:12]=3[F:19])=[N:8][C:7](S(C)=O)=[N:6][C:5]=2[S:4][C:3]=1[C:23]([NH2:25])=[O:24].[NH2:26][C@@H:27]([CH2:30][CH3:31])[CH2:28][OH:29].O. Product: [NH2:1][C:2]1[C:10]2[C:9]([C:11]3[CH:16]=[CH:15][CH:14]=[C:13]([OH:17])[C:12]=3[F:19])=[N:8][C:7]([NH:26][C@@H:27]([CH2:30][CH3:31])[CH2:28][OH:29])=[N:6][C:5]=2[S:4][C:3]=1[C:23]([NH2:25])=[O:24]. The catalyst class is: 3.